From a dataset of Catalyst prediction with 721,799 reactions and 888 catalyst types from USPTO. Predict which catalyst facilitates the given reaction. (1) Reactant: [Br:1][C:2]1[CH:3]=[C:4]([S:9](Cl)(=[O:11])=[O:10])[CH:5]=[N:6][C:7]=1Cl.[NH2:13][C:14]1[C:15]([O:21]C)=[N:16][C:17]([Cl:20])=[CH:18][CH:19]=1.[OH-].[Na+].[CH2:25]([OH:27])C. Product: [Br:1][C:2]1[CH:3]=[C:4]([S:9]([NH:13][C:14]2[C:15]([OH:21])=[N:16][C:17]([Cl:20])=[CH:18][CH:19]=2)(=[O:11])=[O:10])[CH:5]=[N:6][C:7]=1[O:27][CH3:25]. The catalyst class is: 779. (2) Reactant: [NH2:1][C:2]1[N:7]=[CH:6][C:5]([N:8]([CH3:28])[C:9](=[O:27])[C:10]([C:13]2[CH:18]=[C:17]([C:19]([F:22])([F:21])[F:20])[CH:16]=[C:15]([C:23]([F:26])([F:25])[F:24])[CH:14]=2)([CH3:12])[CH3:11])=[C:4]([C:29]2[CH:34]=[CH:33][CH:32]=[CH:31][C:30]=2[CH3:35])[CH:3]=1.[CH3:36][S:37](Cl)(=[O:39])=[O:38]. Product: [F:22][C:19]([F:20])([F:21])[C:17]1[CH:18]=[C:13]([C:10]([CH3:12])([CH3:11])[C:9]([N:8]([C:5]2[CH:6]=[N:7][C:2]([NH:1][S:37]([CH3:36])(=[O:39])=[O:38])=[CH:3][C:4]=2[C:29]2[CH:34]=[CH:33][CH:32]=[CH:31][C:30]=2[CH3:35])[CH3:28])=[O:27])[CH:14]=[C:15]([C:23]([F:26])([F:24])[F:25])[CH:16]=1. The catalyst class is: 17. (3) Reactant: [F:1][C:2]([F:20])([F:19])[C:3]1[CH:4]=[CH:5][C:6]([O:9][C:10]2[CH:15]=[CH:14][C:13]([CH2:16][CH2:17][NH2:18])=[CH:12][CH:11]=2)=[N:7][CH:8]=1.[CH3:21][C:22]1[N:27]=[CH:26][C:25]([CH2:28][C:29]2[C:30](=[O:37])[N:31]=[C:32](SC)[NH:33][CH:34]=2)=[CH:24][N:23]=1. The catalyst class is: 8. Product: [CH3:21][C:22]1[N:23]=[CH:24][C:25]([CH2:28][C:29]2[C:30](=[O:37])[N:31]=[C:32]([NH:18][CH2:17][CH2:16][C:13]3[CH:14]=[CH:15][C:10]([O:9][C:6]4[CH:5]=[CH:4][C:3]([C:2]([F:19])([F:1])[F:20])=[CH:8][N:7]=4)=[CH:11][CH:12]=3)[NH:33][CH:34]=2)=[CH:26][N:27]=1. (4) Product: [CH3:26][O:25][C:23](=[O:24])[NH:10][C@H:3]1[CH2:4][CH2:5][C@H:6]([CH2:16][CH2:15][N:17]2[CH2:20][CH2:21][N:10]([C:3]3[CH:4]=[CH:5][CH:6]=[C:1]([Cl:13])[C:2]=3[Cl:14])[CH2:19][CH2:18]2)[CH2:1][CH2:2]1. The catalyst class is: 4. Reactant: [C:1]1(N)[C:6](F)=[C:5](F)[C:4](F)=[C:3]([NH2:10])[C:2]=1F.[ClH:13].[ClH:14].[CH2:15]([N:17]([CH2:20][CH3:21])[CH2:18][CH3:19])[CH3:16].Cl[C:23]([O:25][CH3:26])=[O:24]. (5) Reactant: [CH2:1]([O:3][P:4]([CH2:9][CH2:10][O:11][CH2:12][CH2:13][O:14][CH2:15][CH2:16][O:17][CH2:18][C@@H:19]([NH:21]C(=O)OC(C)(C)C)[CH3:20])([O:6][CH2:7][CH3:8])=[O:5])[CH3:2]. Product: [NH2:21][C@@H:19]([CH3:20])[CH2:18][O:17][CH2:16][CH2:15][O:14][CH2:13][CH2:12][O:11][CH2:10][CH2:9][P:4](=[O:5])([O:3][CH2:1][CH3:2])[O:6][CH2:7][CH3:8]. The catalyst class is: 12. (6) Reactant: Cl[CH:2]([CH3:12])[C:3]([NH:5][CH:6]([CH2:9][CH2:10][OH:11])[CH2:7][OH:8])=[O:4].CC(C)([O-])C.[K+]. Product: [OH:11][CH2:10][CH2:9][CH:6]1[NH:5][C:3](=[O:4])[CH:2]([CH3:12])[O:8][CH2:7]1. The catalyst class is: 32. (7) Reactant: [CH3:1][O:2][C:3]([C:5]1([C:8]2[CH:13]=[CH:12][C:11]([C:14](Cl)=[O:15])=[CH:10][CH:9]=2)[CH2:7][CH2:6]1)=[O:4].[C:17]([O:21][C:22](=[O:29])[NH:23][CH:24]1[CH2:28][CH2:27][NH:26][CH2:25]1)([CH3:20])([CH3:19])[CH3:18].CCN(C(C)C)C(C)C.O. Product: [CH3:1][O:2][C:3]([C:5]1([C:8]2[CH:13]=[CH:12][C:11]([C:14]([N:26]3[CH2:27][CH2:28][CH:24]([NH:23][C:22]([O:21][C:17]([CH3:20])([CH3:19])[CH3:18])=[O:29])[CH2:25]3)=[O:15])=[CH:10][CH:9]=2)[CH2:7][CH2:6]1)=[O:4]. The catalyst class is: 2. (8) Reactant: [O:1]=[C:2]1[C:7]2[C:8]([C:11]([O:13][CH2:14][CH3:15])=[O:12])=[CH:9]O[C:6]=2[CH2:5][CH:4]([CH3:16])[CH2:3]1.C([O-])(=O)C.[NH4+:21]. Product: [O:1]=[C:2]1[CH2:3][CH:4]([CH3:16])[CH2:5][C:6]2[NH:21][CH:9]=[C:8]([C:11]([O:13][CH2:14][CH3:15])=[O:12])[C:7]1=2. The catalyst class is: 3. (9) Reactant: [CH3:1][C:2]([CH3:17])([CH3:16])[C:3](=O)[CH:4]([C:9]1[CH:14]=[CH:13][CH:12]=[CH:11][CH:10]=1)[C:5](OC)=[O:6].[CH3:18][NH:19][NH2:20]. Product: [C:2]([C:3]1[C:4]([C:9]2[CH:14]=[CH:13][CH:12]=[CH:11][CH:10]=2)=[C:5]([OH:6])[N:19]([CH3:18])[N:20]=1)([CH3:17])([CH3:16])[CH3:1]. The catalyst class is: 8. (10) Product: [Si:31]([O:38][C:39]1[CH:40]=[CH:41][C:42]([CH2:45][C:46]([NH:21][C:18]2[C:17]([C:22]3[CH:27]=[CH:26][C:25]([N:28]([CH3:30])[CH3:29])=[CH:24][CH:23]=3)=[N:16][C:15]([C:12]3[CH:11]=[CH:10][C:9]([O:8][Si:1]([C:4]([CH3:7])([CH3:6])[CH3:5])([CH3:3])[CH3:2])=[CH:14][CH:13]=3)=[CH:20][N:19]=2)=[O:47])=[CH:43][CH:44]=1)([C:34]([CH3:37])([CH3:36])[CH3:35])([CH3:33])[CH3:32]. Reactant: [Si:1]([O:8][C:9]1[CH:14]=[CH:13][C:12]([C:15]2[N:16]=[C:17]([C:22]3[CH:27]=[CH:26][C:25]([N:28]([CH3:30])[CH3:29])=[CH:24][CH:23]=3)[C:18]([NH2:21])=[N:19][CH:20]=2)=[CH:11][CH:10]=1)([C:4]([CH3:7])([CH3:6])[CH3:5])([CH3:3])[CH3:2].[Si:31]([O:38][C:39]1[CH:44]=[CH:43][C:42]([CH2:45][C:46](Cl)=[O:47])=[CH:41][CH:40]=1)([C:34]([CH3:37])([CH3:36])[CH3:35])([CH3:33])[CH3:32].O. The catalyst class is: 341.